Dataset: Full USPTO retrosynthesis dataset with 1.9M reactions from patents (1976-2016). Task: Predict the reactants needed to synthesize the given product. (1) Given the product [F:29][C:25]1[CH:24]=[C:23]2[C:28]([C:20]([C:17]3[N:18]=[C:19]4[C:11]([C:9]([NH:8][CH:6]([C@H:4]5[CH2:3][C@H:2]([O:1][S:47]([CH3:46])(=[O:49])=[O:48])[CH2:5]5)[CH3:7])=[O:10])=[CH:12][N:13]([CH2:31][O:32][CH2:33][CH2:34][Si:35]([CH3:37])([CH3:36])[CH3:38])[C:14]4=[N:15][CH:16]=3)=[N:21][N:22]2[CH3:30])=[CH:27][CH:26]=1, predict the reactants needed to synthesize it. The reactants are: [OH:1][C@H:2]1[CH2:5][C@H:4]([CH:6]([NH:8][C:9]([C:11]2[C:19]3[C:14](=[N:15][CH:16]=[C:17]([C:20]4[C:28]5[C:23](=[CH:24][C:25]([F:29])=[CH:26][CH:27]=5)[N:22]([CH3:30])[N:21]=4)[N:18]=3)[N:13]([CH2:31][O:32][CH2:33][CH2:34][Si:35]([CH3:38])([CH3:37])[CH3:36])[CH:12]=2)=[O:10])[CH3:7])[CH2:3]1.C(N(CC)CC)C.[CH3:46][S:47](Cl)(=[O:49])=[O:48]. (2) Given the product [CH3:1][O:2][C:3]([C@H:5]1[CH2:10][C@H:9]([O:11][C:35]2[CH:34]=[C:33]3[C:32](=[CH:37][CH:36]=2)[CH:41]=[N:40][CH:39]=[CH:38]3)[CH2:8][CH2:7][N:6]1[C:12]([O:14][C:15]([CH3:18])([CH3:17])[CH3:16])=[O:13])=[O:4], predict the reactants needed to synthesize it. The reactants are: [CH3:1][O:2][C:3]([C@H:5]1[CH2:10][C@@H:9]([OH:11])[CH2:8][CH2:7][N:6]1[C:12]([O:14][C:15]([CH3:18])([CH3:17])[CH3:16])=[O:13])=[O:4].[C:32]1(P([C:32]2[CH:37]=[CH:36][CH:35]=[CH:34][CH:33]=2)[C:32]2[CH:37]=[CH:36][CH:35]=[CH:34][CH:33]=2)[CH:37]=[CH:36][CH:35]=[CH:34][CH:33]=1.[CH3:38][CH2:39][N:40](C(C)C)[CH:41](C)C.CCOC(/N=N/C(OCC)=O)=O. (3) The reactants are: Cl[C:2]1[C:7]([C:8]([O:10]C)=O)=[CH:6][C:5](I)=[CH:4][N:3]=1.[F:13][C:14]1[CH:27]=[C:26]([F:28])[CH:25]=[CH:24][C:15]=1[O:16][C:17]1[CH:22]=[CH:21][C:20]([OH:23])=[CH:19][CH:18]=1.[NH2:29][CH:30]1[CH2:35]C[CH2:33][N:32]([C:36](OC(C)(C)C)=O)[CH2:31]1.[NH3:43].[N:44]#CBr. Given the product [C:36]([N:32]1[CH2:33][CH2:35][CH:30]([NH:29][C:5]2[CH:6]=[C:7]([C:8]([NH2:44])=[O:10])[C:2]([O:23][C:20]3[CH:19]=[CH:18][C:17]([O:16][C:15]4[CH:24]=[CH:25][C:26]([F:28])=[CH:27][C:14]=4[F:13])=[CH:22][CH:21]=3)=[N:3][CH:4]=2)[CH2:31]1)#[N:43], predict the reactants needed to synthesize it. (4) Given the product [Br:8][C:9]1[CH:14]=[CH:13][C:12]([CH:15]([NH:17][C:18](=[O:20])[CH3:19])[CH3:16])=[CH:11][CH:10]=1, predict the reactants needed to synthesize it. The reactants are: C(N(CC)CC)C.[Br:8][C:9]1[CH:14]=[CH:13][C:12]([CH:15]([NH2:17])[CH3:16])=[CH:11][CH:10]=1.[C:18](OC(=O)C)(=[O:20])[CH3:19]. (5) Given the product [CH3:35][C:36]1[N:18]([CH:15]2[CH2:16][CH2:17][N:12]([CH2:11][C:10]3[CH:26]=[CH:27][CH:28]=[C:8]([O:1][C:2]4[CH:3]=[CH:4][CH:5]=[CH:6][CH:7]=4)[CH:9]=3)[CH2:13][CH2:14]2)[C:19]2[CH:24]=[CH:23][CH:22]=[CH:21][C:20]=2[N:25]=1, predict the reactants needed to synthesize it. The reactants are: [O:1]([C:8]1[CH:9]=[C:10]([CH:26]=[CH:27][CH:28]=1)[CH2:11][N:12]1[CH2:17][CH2:16][CH:15]([NH:18][C:19]2[C:20]([NH2:25])=[CH:21][CH:22]=[CH:23][CH:24]=2)[CH2:14][CH2:13]1)[C:2]1[CH:7]=[CH:6][CH:5]=[CH:4][CH:3]=1.Cl.C([O-])(O)=O.[Na+].[CH3:35][C:36](O)=O. (6) Given the product [Br:1][C:2]1[C:3]([CH:17]([CH3:19])[CH3:18])=[N:4][C:5]([N:10]2[CH2:15][CH2:14][N:13]([C:24](=[O:25])[CH2:23][CH2:22][O:21][CH3:20])[C@H:12]([CH3:16])[CH2:11]2)=[C:6]([CH:9]=1)[C:7]#[N:8], predict the reactants needed to synthesize it. The reactants are: [Br:1][C:2]1[C:3]([CH:17]([CH3:19])[CH3:18])=[N:4][C:5]([N:10]2[CH2:15][CH2:14][NH:13][C@H:12]([CH3:16])[CH2:11]2)=[C:6]([CH:9]=1)[C:7]#[N:8].[CH3:20][O:21][CH2:22][CH2:23][C:24](O)=[O:25].CN(C(ON1N=NC2C=CC=NC1=2)=[N+](C)C)C.F[P-](F)(F)(F)(F)F.CCN(C(C)C)C(C)C. (7) Given the product [F:1][C:2]1[C:3]([C:8]2([CH2:12][NH:13][C:14]3[N:19]=[N:18][C:17]([C:30]([OH:31])([CH3:32])[CH3:24])=[CH:16][CH:15]=3)[CH2:9][CH2:10][CH2:11]2)=[N:4][CH:5]=[CH:6][CH:7]=1, predict the reactants needed to synthesize it. The reactants are: [F:1][C:2]1[C:3]([C:8]2([CH2:12][NH:13][C:14]3[N:19]=[N:18][C:17](C(OC)=O)=[CH:16][CH:15]=3)[CH2:11][CH2:10][CH2:9]2)=[N:4][CH:5]=[CH:6][CH:7]=1.[CH3:24][Mg+].[Br-].CCO[C:30]([CH3:32])=[O:31].[Cl-].[NH4+].